From a dataset of Reaction yield outcomes from USPTO patents with 853,638 reactions. Predict the reaction yield, written as a fraction of the theoretical maximum amount of product (1.0 means a 100% yield; for example, 0.34 means a 34% yield). (1) The reactants are I[C:2]1[CH:7]=[CH:6][N:5]=[CH:4][CH:3]=1.[Li]CCCC.[F:13][C:14]1[CH:19]=[CH:18][C:17]([C:20]2[CH:24]=[C:23]([C:25](=O)[CH3:26])[O:22][N:21]=2)=[CH:16][CH:15]=1. The catalyst is C1COCC1. The product is [F:13][C:14]1[CH:15]=[CH:16][C:17]([C:20]2[CH:24]=[C:23]([CH:25]([C:2]3[CH:7]=[CH:6][N:5]=[CH:4][CH:3]=3)[CH3:26])[O:22][N:21]=2)=[CH:18][CH:19]=1. The yield is 0.290. (2) The reactants are [CH2:1]([O:3][CH:4](OCC)OCC)[CH3:2].[C:11]([CH2:13][C:14]([O:16][C:17]([CH3:20])([CH3:19])[CH3:18])=[O:15])#[N:12]. The catalyst is CC(OC(C)=O)=O. The product is [C:11](/[C:13](=[CH:4]/[O:3][CH2:1][CH3:2])/[C:14]([O:16][C:17]([CH3:20])([CH3:19])[CH3:18])=[O:15])#[N:12]. The yield is 0.850. (3) The reactants are [CH3:1][N:2]1[CH2:7][CH2:6][CH2:5][CH2:4][CH2:3]1.[O:8](C)[S:9]([C:12]([F:15])([F:14])[F:13])(=[O:11])=[O:10]. The catalyst is CCCCCC. The product is [F:13][C:12]([F:15])([F:14])[S:9]([O-:11])(=[O:10])=[O:8].[CH3:1][N+:2]1([CH3:12])[CH2:7][CH2:6][CH2:5][CH2:4][CH2:3]1. The yield is 0.958. (4) The reactants are [CH:1]1([N:4]2[C:13]3[C:8](=[CH:9][CH:10]=[CH:11][CH:12]=3)[N:7]([C:14](=[O:19])[C:15]([OH:18])([CH3:17])[CH3:16])[CH2:6][CH2:5]2)[CH2:3][CH2:2]1.[H-].[Na+].Br[CH2:23][C:24]1[CH:29]=[C:28]([Cl:30])[CH:27]=[CH:26][C:25]=1[Cl:31]. The catalyst is CN(C)C=O. The product is [CH:1]1([N:4]2[C:13]3[C:8](=[CH:9][CH:10]=[CH:11][CH:12]=3)[N:7]([C:14](=[O:19])[C:15]([O:18][CH2:23][C:24]3[CH:29]=[C:28]([Cl:30])[CH:27]=[CH:26][C:25]=3[Cl:31])([CH3:16])[CH3:17])[CH2:6][CH2:5]2)[CH2:2][CH2:3]1. The yield is 0.0300. (5) The reactants are S([O-])([O:4][CH2:5][C:6]([O:15][CH2:16][CH2:17][CH2:18][CH2:19][CH2:20][CH3:21])([O:8][CH2:9][CH2:10][CH2:11][CH2:12][CH2:13][CH3:14])[CH3:7])(=O)=O.[Na+].[OH2:24]. The catalyst is C1(C)C=CC=CC=1. The product is [CH2:9]([O:8][C:6]([O:15][CH2:16][CH2:17][CH2:18][CH2:19][CH2:20][CH3:21])([CH3:7])[C:5]([O:24][CH2:9][CH2:10][CH2:11][CH2:12][CH2:13][CH3:14])=[O:4])[CH2:10][CH2:11][CH2:12][CH2:13][CH3:14]. The yield is 0.840.